From a dataset of Reaction yield outcomes from USPTO patents with 853,638 reactions. Predict the reaction yield, written as a fraction of the theoretical maximum amount of product (1.0 means a 100% yield; for example, 0.34 means a 34% yield). (1) The reactants are [Cl:1][C:2]([F:11])([F:10])[C:3](=O)/[CH:4]=[CH:5]/OCC.C[N:13](C)[CH:14]=[CH:15][C:16]#[N:17].C([O-])(=O)C.[NH4+].O. The catalyst is C1(C)C=CC=CC=1. The product is [Cl:1][C:2]([F:10])([F:11])[C:3]1[CH:4]=[CH:5][C:15]([C:16]#[N:17])=[CH:14][N:13]=1. The yield is 0.410. (2) The reactants are [NH2:1][C:2]1[CH:12]=[CH:11][CH:10]=[C:4]2[C:5]([NH:7][C:8](=[O:9])[C:3]=12)=[O:6].[Br:13]N1C(=O)CCC1=O. The catalyst is CO. The product is [NH2:1][C:2]1[CH:12]=[CH:11][C:10]([Br:13])=[C:4]2[C:5]([NH:7][C:8](=[O:9])[C:3]=12)=[O:6]. The yield is 0.740. (3) The reactants are [OH-].[K+].[CH2:3]([O:10][C:11]1[CH:20]=[C:19]([O:21][CH2:22][C:23]2[CH:28]=[CH:27][CH:26]=[CH:25][CH:24]=2)[C:18]([C:29]([CH3:31])=[CH2:30])=[CH:17][C:12]=1[C:13]([O:15]C)=[O:14])[C:4]1[CH:9]=[CH:8][CH:7]=[CH:6][CH:5]=1. The catalyst is CO.O. The product is [CH2:3]([O:10][C:11]1[CH:20]=[C:19]([O:21][CH2:22][C:23]2[CH:28]=[CH:27][CH:26]=[CH:25][CH:24]=2)[C:18]([C:29]([CH3:31])=[CH2:30])=[CH:17][C:12]=1[C:13]([OH:15])=[O:14])[C:4]1[CH:5]=[CH:6][CH:7]=[CH:8][CH:9]=1. The yield is 1.00. (4) The reactants are C1C(=O)N([Br:8])C(=O)C1.[CH2:9]([S:11][C:12]1[CH:20]=[CH:19][C:15]2[O:16][CH2:17][O:18][C:14]=2[CH:13]=1)[CH3:10].O. The catalyst is CC#N. The product is [Br:8][C:20]1[C:12]([S:11][CH2:9][CH3:10])=[CH:13][C:14]2[O:18][CH2:17][O:16][C:15]=2[CH:19]=1. The yield is 0.640. (5) The reactants are [C:1]([C@H:5]1[CH2:10][CH2:9][C@H:8]([NH:11][CH:12]2[C:20]3[C:15](=[CH:16][C:17]([C:21]([O:23][CH2:24][CH2:25][CH2:26][CH3:27])=[O:22])=[CH:18][CH:19]=3)[CH2:14][CH2:13]2)[CH2:7][CH2:6]1)([CH3:4])([CH3:3])[CH3:2].[F:28][C:29]([F:42])([F:41])[O:30][C:31]1[CH:36]=[CH:35][C:34]([CH2:37][C:38](O)=[O:39])=[CH:33][CH:32]=1.C(Cl)CCl.C1C=CC2N(O)N=NC=2C=1.CCN(C(C)C)C(C)C.C([O-])(O)=O.[Na+]. The catalyst is CN(C=O)C.CCCCCC.CCOC(C)=O. The product is [C:1]([C@H:5]1[CH2:10][CH2:9][C@H:8]([N:11]([C:38](=[O:39])[CH2:37][C:34]2[CH:35]=[CH:36][C:31]([O:30][C:29]([F:41])([F:28])[F:42])=[CH:32][CH:33]=2)[CH:12]2[C:20]3[C:15](=[CH:16][C:17]([C:21]([O:23][CH2:24][CH2:25][CH2:26][CH3:27])=[O:22])=[CH:18][CH:19]=3)[CH2:14][CH2:13]2)[CH2:7][CH2:6]1)([CH3:4])([CH3:3])[CH3:2]. The yield is 0.840. (6) The reactants are [NH2:1][C:2]1[C:3]([C:10]([O:12][CH2:13][CH3:14])=[O:11])=[N:4][C:5]([Cl:9])=[N:6][C:7]=1Cl.[O:15]1[CH2:20][CH2:19][CH:18]([OH:21])[CH2:17][CH2:16]1. No catalyst specified. The product is [NH2:1][C:2]1[C:3]([C:10]([O:12][CH2:13][CH3:14])=[O:11])=[N:4][C:5]([Cl:9])=[N:6][C:7]=1[O:21][CH:18]1[CH2:19][CH2:20][O:15][CH2:16][CH2:17]1. The yield is 0.990. (7) The reactants are [O:1]=[C:2]1[C:10]2[C:5](=[CH:6][C:7]([O:11][C:12]3[CH:19]=[CH:18][C:15]([C:16]#[N:17])=[CH:14][CH:13]=3)=[CH:8][CH:9]=2)[CH2:4][CH2:3]1.[OH-:20].[K+]. The catalyst is C(O)(C)(C)C. The product is [O:1]=[C:2]1[C:10]2[C:5](=[CH:6][C:7]([O:11][C:12]3[CH:19]=[CH:18][C:15]([C:16]([NH2:17])=[O:20])=[CH:14][CH:13]=3)=[CH:8][CH:9]=2)[CH2:4][CH2:3]1. The yield is 0.0570. (8) The reactants are [Br:1][C:2]1[CH:32]=[CH:31][CH:30]=[CH:29][C:3]=1[C:4]([NH:6][CH2:7][C:8]([NH:10][C@H:11]([B:16]1[O:20][C@@H]2C[C@@H]3C[C@H]([C@]2(C)[O:17]1)C3(C)C)[CH2:12][CH:13]([CH3:15])[CH3:14])=[O:9])=[O:5].Cl.B([O-])OCC(C)C. The catalyst is CO.CCCCCC. The product is [Br:1][C:2]1[CH:32]=[CH:31][CH:30]=[CH:29][C:3]=1[C:4]([NH:6][CH2:7][C:8]([NH:10][C@H:11]([B:16]([OH:20])[OH:17])[CH2:12][CH:13]([CH3:15])[CH3:14])=[O:9])=[O:5]. The yield is 0.730. (9) The reactants are [Cl:1][C:2]1[CH:11]=[C:10]([Cl:12])[C:9]([OH:13])=[C:8]2[C:3]=1[CH:4]=[CH:5][C:6]([CH3:14])=[N:7]2.[Se](=O)=[O:16]. The catalyst is O1CCOCC1. The product is [Cl:1][C:2]1[CH:11]=[C:10]([Cl:12])[C:9]([OH:13])=[C:8]2[C:3]=1[CH:4]=[CH:5][C:6]([CH:14]=[O:16])=[N:7]2. The yield is 1.00. (10) The reactants are [H-].[Na+].[NH:3]1[CH:7]=[CH:6][CH:5]=[CH:4]1.F[S:9]([C:12]1[N:13]=[N:14][C:15]([O:18][CH3:19])=[CH:16][CH:17]=1)(=[O:11])=[O:10]. The catalyst is CN(C=O)C. The product is [CH3:19][O:18][C:15]1[N:14]=[N:13][C:12]([S:9]([N:3]2[CH:7]=[CH:6][CH:5]=[CH:4]2)(=[O:11])=[O:10])=[CH:17][CH:16]=1. The yield is 0.300.